This data is from Peptide-MHC class I binding affinity with 185,985 pairs from IEDB/IMGT. The task is: Regression. Given a peptide amino acid sequence and an MHC pseudo amino acid sequence, predict their binding affinity value. This is MHC class I binding data. (1) The peptide sequence is LSDENYLLK. The MHC is HLA-A03:01 with pseudo-sequence HLA-A03:01. The binding affinity (normalized) is 0.410. (2) The peptide sequence is AEVEWKFYDA. The MHC is HLA-B40:02 with pseudo-sequence HLA-B40:02. The binding affinity (normalized) is 0.219.